Dataset: Forward reaction prediction with 1.9M reactions from USPTO patents (1976-2016). Task: Predict the product of the given reaction. (1) Given the reactants [Br:1][C:2]1[CH:3]=[N:4][C:5](Cl)=[N:6][CH:7]=1.CCN(C(C)C)C(C)C.[NH2:18][C:19]1[CH:24]=[CH:23][CH:22]=[CH:21][CH:20]=1, predict the reaction product. The product is: [Br:1][C:2]1[CH:3]=[N:4][C:5]([NH:18][C:19]2[CH:24]=[CH:23][CH:22]=[CH:21][CH:20]=2)=[N:6][CH:7]=1. (2) Given the reactants [F:1][C:2]1[CH:3]=[CH:4][C:5]([O:21][C:22]2[CH:27]=[CH:26][C:25]([F:28])=[CH:24][CH:23]=2)=[C:6]([NH:8][S:9]([C:12]2[CH:20]=[CH:19][C:15]([C:16](O)=[O:17])=[CH:14][CH:13]=2)(=[O:11])=[O:10])[CH:7]=1.[C:29]([O:33][C:34]([N:36]1[CH2:41][CH2:40][CH:39]([CH2:42][CH2:43][NH:44][C:45](=[O:48])[CH2:46][NH2:47])[CH2:38][CH2:37]1)=[O:35])([CH3:32])([CH3:31])[CH3:30], predict the reaction product. The product is: [C:29]([O:33][C:34]([N:36]1[CH2:41][CH2:40][CH:39]([CH2:42][CH2:43][NH:44][C:45](=[O:48])[CH2:46][NH:47][C:16](=[O:17])[C:15]2[CH:19]=[CH:20][C:12]([S:9](=[O:10])(=[O:11])[NH:8][C:6]3[CH:7]=[C:2]([F:1])[CH:3]=[CH:4][C:5]=3[O:21][C:22]3[CH:27]=[CH:26][C:25]([F:28])=[CH:24][CH:23]=3)=[CH:13][CH:14]=2)[CH2:38][CH2:37]1)=[O:35])([CH3:31])([CH3:30])[CH3:32]. (3) Given the reactants [Cl:1][C:2]1[C:3]([C:38]2[CH:39]=[N:40][N:41]3[CH:46]=[CH:45][CH:44]=[CH:43][C:42]=23)=[N:4][C:5]([NH:8][C:9]2[C:14]([O:15][CH3:16])=[CH:13][C:12]([N:17]3[CH2:22][CH2:21][N:20]([C:23](=[O:34])[C@@H:24]([NH:26][C:27](=[O:33])[O:28][C:29]([CH3:32])([CH3:31])[CH3:30])[CH3:25])[CH2:19][CH2:18]3)=[C:11]([N+:35]([O-])=O)[CH:10]=2)=[N:6][CH:7]=1.[NH4+].[Cl-].O, predict the reaction product. The product is: [NH2:35][C:11]1[CH:10]=[C:9]([NH:8][C:5]2[N:4]=[C:3]([C:38]3[CH:39]=[N:40][N:41]4[CH:46]=[CH:45][CH:44]=[CH:43][C:42]=34)[C:2]([Cl:1])=[CH:7][N:6]=2)[C:14]([O:15][CH3:16])=[CH:13][C:12]=1[N:17]1[CH2:18][CH2:19][N:20]([C:23](=[O:34])[C@@H:24]([NH:26][C:27](=[O:33])[O:28][C:29]([CH3:31])([CH3:30])[CH3:32])[CH3:25])[CH2:21][CH2:22]1. (4) Given the reactants [Cl:1][C:2]1[CH:7]=[CH:6][C:5]([NH:8][C:9]2[O:10][C:11]3[CH:17]=[CH:16][C:15]([O:18][C:19]4[CH:24]=[CH:23][N:22]=[C:21]5[CH:25]=[C:26]([C:28]6[N:33]=[CH:32][C:31]([CH2:34][N:35]7[CH2:40][CH2:39][CH:38]([NH:41]C(=O)OC(C)(C)C)[CH2:37][CH2:36]7)=[CH:30][CH:29]=6)[S:27][C:20]=45)=[CH:14][C:12]=3[N:13]=2)=[CH:4][CH:3]=1.Cl.O1CCOCC1, predict the reaction product. The product is: [NH2:41][CH:38]1[CH2:37][CH2:36][N:35]([CH2:34][C:31]2[CH:30]=[CH:29][C:28]([C:26]3[S:27][C:20]4[C:21](=[N:22][CH:23]=[CH:24][C:19]=4[O:18][C:15]4[CH:16]=[CH:17][C:11]5[O:10][C:9]([NH:8][C:5]6[CH:6]=[CH:7][C:2]([Cl:1])=[CH:3][CH:4]=6)=[N:13][C:12]=5[CH:14]=4)[CH:25]=3)=[N:33][CH:32]=2)[CH2:40][CH2:39]1. (5) The product is: [CH:13]1([CH2:16][O:1][N:2]2[C:3](=[O:12])[C:4]3[C:5](=[CH:8][CH:9]=[CH:10][CH:11]=3)[C:6]2=[O:7])[CH2:15][CH2:14]1. Given the reactants [OH:1][N:2]1[C:6](=[O:7])[C:5]2=[CH:8][CH:9]=[CH:10][CH:11]=[C:4]2[C:3]1=[O:12].[CH:13]1([CH2:16]O)[CH2:15][CH2:14]1, predict the reaction product. (6) Given the reactants [CH2:1]([O:3][C:4]([C:6]1[C:10]([CH2:11]Br)=[C:9]([C:13]2[CH:18]=[CH:17][C:16]([Cl:19])=[CH:15][CH:14]=2)[N:8]([C:20]2[CH:25]=[CH:24][C:23]([Cl:26])=[CH:22][C:21]=2[Cl:27])[N:7]=1)=[O:5])[CH3:2].CC(C)=[O:30].O, predict the reaction product. The product is: [CH2:1]([O:3][C:4]([C:6]1[C:10]([CH2:11][OH:30])=[C:9]([C:13]2[CH:18]=[CH:17][C:16]([Cl:19])=[CH:15][CH:14]=2)[N:8]([C:20]2[CH:25]=[CH:24][C:23]([Cl:26])=[CH:22][C:21]=2[Cl:27])[N:7]=1)=[O:5])[CH3:2]. (7) The product is: [C:13]([NH:12][C:4]1[S:5][C:6]([C:7]2[CH:11]=[N:10][N:9]([S:54]([CH:51]3[CH2:50][CH2:49][N:48]([C:38]([O:40][CH2:41][C:42]4[CH:47]=[CH:46][CH:45]=[CH:44][CH:43]=4)=[O:39])[CH2:53][CH2:52]3)(=[O:55])=[O:56])[CH:8]=2)=[C:2]([CH3:1])[N:3]=1)(=[O:15])[CH3:14]. Given the reactants [CH3:1][C:2]1[N:3]=[C:4]([NH:12][C:13](=[O:15])[CH3:14])[S:5][C:6]=1[C:7]1[CH:8]=[N:9][NH:10][CH:11]=1.C(N1C=C(C2SC(NC(=O)C)=NC=2C)C=N1)C1C=CC=CC=1.[C:38]([N:48]1[CH2:53][CH2:52][CH:51]([S:54](Cl)(=[O:56])=[O:55])[CH2:50][CH2:49]1)([O:40][CH2:41][C:42]1[CH:47]=[CH:46][CH:45]=[CH:44][CH:43]=1)=[O:39], predict the reaction product.